From a dataset of Reaction yield outcomes from USPTO patents with 853,638 reactions. Predict the reaction yield, written as a fraction of the theoretical maximum amount of product (1.0 means a 100% yield; for example, 0.34 means a 34% yield). (1) The reactants are [C:1]([O:5][C:6]([N:8]1[CH2:13][CH2:12][CH2:11][CH:10]([CH:14]=[C:15](Br)Br)[CH2:9]1)=[O:7])([CH3:4])([CH3:3])[CH3:2].[Li]CCCC.CCCCCC. The catalyst is C1COCC1. The product is [C:1]([O:5][C:6]([N:8]1[CH2:13][CH2:12][CH2:11][CH:10]([C:14]#[CH:15])[CH2:9]1)=[O:7])([CH3:4])([CH3:3])[CH3:2]. The yield is 0.930. (2) The reactants are [CH:1]([C:3]1[CH:18]=[CH:17][C:6]([O:7][C:8]2[CH:9]=[CH:10][C:11]([C:14]([NH2:16])=[O:15])=[N:12][CH:13]=2)=[CH:5][CH:4]=1)=O.[F:19][C:20]1[CH:28]=[CH:27][C:23]([CH2:24][CH2:25][NH2:26])=[CH:22][CH:21]=1.[BH4-].[Na+]. The catalyst is CO. The product is [F:19][C:20]1[CH:28]=[CH:27][C:23]([CH2:24][CH2:25][NH:26][CH2:1][C:3]2[CH:18]=[CH:17][C:6]([O:7][C:8]3[CH:9]=[CH:10][C:11]([C:14]([NH2:16])=[O:15])=[N:12][CH:13]=3)=[CH:5][CH:4]=2)=[CH:22][CH:21]=1. The yield is 0.905. (3) The yield is 0.536. The reactants are [CH:1]1C=[CH:5][C:4](P([C:3]2[CH:4]=[CH:5]C=[CH:1][CH:2]=2)[C:3]2[CH:4]=[CH:5]C=[CH:1][CH:2]=2)=[CH:3][CH:2]=1.CCOC(/[N:25]=N/C(OCC)=O)=O.Br[C:33]1[C:41]2[C:40](=[O:42])[NH:39][N:38]=[CH:37][C:36]=2[S:35][CH:34]=1.[N:43]1[C:52]2[C:47](=[CH:48][CH:49]=[CH:50][CH:51]=2)[CH:46]=[CH:45][C:44]=1[CH2:53][CH2:54]O. The product is [N:25]1[CH:5]=[CH:4][C:3]([C:33]2[C:41]3[C:40](=[O:42])[N:39]([CH2:54][CH2:53][C:44]4[CH:45]=[CH:46][C:47]5[C:52](=[CH:51][CH:50]=[CH:49][CH:48]=5)[N:43]=4)[N:38]=[CH:37][C:36]=3[S:35][CH:34]=2)=[CH:2][CH:1]=1. The catalyst is C1COCC1.